This data is from Reaction yield outcomes from USPTO patents with 853,638 reactions. The task is: Predict the reaction yield, written as a fraction of the theoretical maximum amount of product (1.0 means a 100% yield; for example, 0.34 means a 34% yield). (1) The reactants are [Cl:1][C:2]1[CH:3]=[CH:4][C:5]2[CH:6]=[C:7]3[CH2:14][NH:13][CH2:12][C@@H:11]([CH3:15])[N:8]3[C:9]=2[CH:10]=1.[BH4-].[Na+].[OH-].[Na+]. The catalyst is O1CCCC1.FC(F)(F)C(O)=O. The product is [Cl:1][C:2]1[CH:3]=[CH:4][C:5]2[CH2:6][C@@H:7]3[CH2:14][NH:13][CH2:12][C@@H:11]([CH3:15])[N:8]3[C:9]=2[CH:10]=1.[Cl:1][C:2]1[CH:3]=[CH:4][C:5]2[CH2:6][C@H:7]3[CH2:14][NH:13][CH2:12][C@@H:11]([CH3:15])[N:8]3[C:9]=2[CH:10]=1. The yield is 0.450. (2) The reactants are Cl.[NH:2]1[CH2:7][CH2:6][CH2:5][C@@H:4]([OH:8])[CH2:3]1.[H-].[Na+].[O:11]1[C:15]2[CH:16]=[CH:17][CH:18]=[CH:19][C:14]=2[CH:13]=[C:12]1[C:20]1[N:24]2[N:25]=[C:26](Cl)[CH:27]=[CH:28][C:23]2=[N:22][CH:21]=1. The catalyst is CN(C=O)C. The product is [O:11]1[C:15]2[CH:16]=[CH:17][CH:18]=[CH:19][C:14]=2[CH:13]=[C:12]1[C:20]1[N:24]2[N:25]=[C:26]([O:8][C@@H:4]3[CH2:5][CH2:6][CH2:7][NH:2][CH2:3]3)[CH:27]=[CH:28][C:23]2=[N:22][CH:21]=1. The yield is 0.630. (3) The reactants are Cl[CH2:2][C:3]([NH:5][C@H:6]([CH:22]([CH3:24])[CH3:23])[C:7]([N:9]1[CH2:14][CH2:13][CH:12]([C:15]2[CH:20]=[CH:19][C:18]([Cl:21])=[CH:17][CH:16]=2)[CH2:11][CH2:10]1)=[O:8])=[O:4].[NH:25]1[CH:29]=[CH:28][CH:27]=[N:26]1.C([O-])([O-])=O.[K+].[K+]. The catalyst is C(#N)C. The product is [Cl:21][C:18]1[CH:19]=[CH:20][C:15]([CH:12]2[CH2:13][CH2:14][N:9]([C:7](=[O:8])[C@H:6]([NH:5][C:3](=[O:4])[CH2:2][N:25]3[CH:29]=[CH:28][CH:27]=[N:26]3)[CH:22]([CH3:24])[CH3:23])[CH2:10][CH2:11]2)=[CH:16][CH:17]=1. The yield is 0.940. (4) The reactants are [Li+].C[Si]([N-][Si](C)(C)C)(C)C.[CH:11]1[C:20]2[C:15](=[CH:16][CH:17]=[CH:18][CH:19]=2)[CH:14]=[CH:13][CH:12]=1.[CH3:21][NH:22][CH3:23].[CH2:24]1[CH2:28][O:27][CH2:26][CH2:25]1. The catalyst is CC(OC1C=CC=C(OC(C)C)C=1C1C(P(C2CCCCC2)C2CCCCC2)=CC=CC=1)C.CC(OC)(C)C.C1C=[C-]C(CCN)=CC=1.Cl[Pd+]. The product is [CH3:21][N:22]([CH3:23])[C:19]1[CH:20]=[C:15]2[C:16](=[CH:17][CH:18]=1)[C:24]([C:28]1[CH:19]=[CH:20][CH:11]=[CH:12][CH:13]=1)=[C:25]1[C:26](=[O:27])[CH2:11][CH2:12][C:13]1=[CH:14]2. The yield is 0.150.